Dataset: Full USPTO retrosynthesis dataset with 1.9M reactions from patents (1976-2016). Task: Predict the reactants needed to synthesize the given product. (1) Given the product [Br:11][C:12]1[C:13]([O:22][CH3:23])=[CH:14][C:15]([O:20][CH3:21])=[C:16](/[CH:17]=[CH:2]/[C:3]([C:5]2[CH:6]=[CH:7][CH:8]=[CH:9][C:10]=2[OH:24])=[O:4])[CH:19]=1, predict the reactants needed to synthesize it. The reactants are: O[CH2:2][C:3]([C:5]1[CH:10]=[CH:9][CH:8]=[CH:7][CH:6]=1)=[O:4].[Br:11][C:12]1[C:13]([O:22][CH3:23])=[CH:14][C:15]([O:20][CH3:21])=[C:16]([CH:19]=1)[CH:17]=O.[OH-:24].[K+]. (2) Given the product [NH2:45][CH2:42][C:43]1[N:3]=[N:2][N:1]([CH2:4][C:5]2[CH:6]=[C:7]([CH:39]=[CH:40][CH:41]=2)[C:8]([NH:10][C:11]2[CH:16]=[CH:15][C:14]([N:17]3[CH2:18][CH2:19][CH2:20][CH2:21][CH2:22]3)=[CH:13][C:12]=2[C:23]([NH:25]/[N:26]=[CH:27]/[C:28]2[CH:33]=[CH:32][C:31]([Cl:34])=[C:30]([C:35]([F:38])([F:36])[F:37])[CH:29]=2)=[O:24])=[O:9])[CH:44]=1, predict the reactants needed to synthesize it. The reactants are: [N:1]([CH2:4][C:5]1[CH:6]=[C:7]([CH:39]=[CH:40][CH:41]=1)[C:8]([NH:10][C:11]1[CH:16]=[CH:15][C:14]([N:17]2[CH2:22][CH2:21][CH2:20][CH2:19][CH2:18]2)=[CH:13][C:12]=1[C:23]([NH:25]/[N:26]=[CH:27]/[C:28]1[CH:33]=[CH:32][C:31]([Cl:34])=[C:30]([C:35]([F:38])([F:37])[F:36])[CH:29]=1)=[O:24])=[O:9])=[N+:2]=[N-:3].[CH2:42]([NH2:45])[C:43]#[CH:44].